Dataset: Forward reaction prediction with 1.9M reactions from USPTO patents (1976-2016). Task: Predict the product of the given reaction. (1) Given the reactants [CH3:1][C:2]1[CH:7]=[C:6]([CH3:8])[NH:5][C:4](=[O:9])[C:3]=1[CH2:10][NH:11][C:12]([C:14]1[C:15]2[CH:38]=[N:37][N:36]([CH:39]([CH3:41])[CH3:40])[C:16]=2[N:17]=[C:18]([C:20]2[CH2:21][CH2:22][N:23]([CH:26]3[CH2:31][CH2:30][N:29]([S:32]([CH3:35])(=[O:34])=[O:33])[CH2:28][CH2:27]3)[CH2:24][CH:25]=2)[CH:19]=1)=[O:13], predict the reaction product. The product is: [CH3:1][C:2]1[CH:7]=[C:6]([CH3:8])[NH:5][C:4](=[O:9])[C:3]=1[CH2:10][NH:11][C:12]([C:14]1[C:15]2[CH:38]=[N:37][N:36]([CH:39]([CH3:41])[CH3:40])[C:16]=2[N:17]=[C:18]([CH:20]2[CH2:21][CH2:22][N:23]([CH:26]3[CH2:27][CH2:28][N:29]([S:32]([CH3:35])(=[O:33])=[O:34])[CH2:30][CH2:31]3)[CH2:24][CH2:25]2)[CH:19]=1)=[O:13]. (2) Given the reactants [CH3:1][NH:2][CH2:3][CH:4](NC)[CH3:5].Br[CH2:9][C:10]([NH:12][C:13]1[CH:18]=[CH:17][C:16]([O:19][C:20]2[CH:25]=[CH:24][CH:23]=[CH:22][CH:21]=2)=[CH:15][CH:14]=1)=[O:11].C(=O)([O-])[O-].[K+].[K+].O.[CH3:33][N:34](C=O)C, predict the reaction product. The product is: [CH3:33][N:34]([CH2:5][CH2:4][CH2:3][NH:2][CH3:1])[CH2:9][C:10]([NH:12][C:13]1[CH:18]=[CH:17][C:16]([O:19][C:20]2[CH:25]=[CH:24][CH:23]=[CH:22][CH:21]=2)=[CH:15][CH:14]=1)=[O:11]. (3) Given the reactants Cl.[NH2:2][OH:3].[OH-].[K+].NO.[O:8]=[C:9]1[C:18]2[C:13](=[CH:14][CH:15]=[C:16]([C:19]([O:21]C)=O)[CH:17]=2)[CH:12]=[CH:11][NH:10]1.C(O)(=O)C, predict the reaction product. The product is: [OH:3][NH:2][C:19]([C:16]1[CH:17]=[C:18]2[C:13]([CH:12]=[CH:11][NH:10][C:9]2=[O:8])=[CH:14][CH:15]=1)=[O:21]. (4) Given the reactants C(N(CC)CC)C.[CH2:8]([CH:10]([CH2:14][CH3:15])[CH2:11][CH2:12][OH:13])[CH3:9].[CH3:16][S:17](Cl)(=[O:19])=[O:18], predict the reaction product. The product is: [CH3:16][S:17]([O:13][CH2:12][CH2:11][CH:10]([CH2:14][CH3:15])[CH2:8][CH3:9])(=[O:19])=[O:18]. (5) Given the reactants [CH:1]([C:4]1[NH:5][C:6]([C:27]2[CH:32]=[CH:31][CH:30]=[C:29]([CH3:33])[N:28]=2)=[C:7]([C:9]2[CH:10]=[C:11]([C:15]3[CH:19]=[CH:18][N:17](C(OC(C)(C)C)=O)[CH:16]=3)[CH:12]=[CH:13][CH:14]=2)[N:8]=1)([CH3:3])[CH3:2].C[O-].[Na+].CO.O, predict the reaction product. The product is: [CH:1]([C:4]1[NH:5][C:6]([C:27]2[CH:32]=[CH:31][CH:30]=[C:29]([CH3:33])[N:28]=2)=[C:7]([C:9]2[CH:14]=[CH:13][CH:12]=[C:11]([C:15]3[CH:19]=[CH:18][NH:17][CH:16]=3)[CH:10]=2)[N:8]=1)([CH3:3])[CH3:2]. (6) Given the reactants Cl[C:2]1[C:7]([CH3:8])=[CH:6][C:5]([N+:9]([O-:11])=[O:10])=[CH:4][N:3]=1.C(=O)([O-])[O-].[Na+].[Na+].[NH:18]1[CH2:27][CH2:26][CH:21]([C:22]([O:24][CH3:25])=[O:23])[CH2:20][CH2:19]1, predict the reaction product. The product is: [CH3:8][C:7]1[C:2]([N:18]2[CH2:27][CH2:26][CH:21]([C:22]([O:24][CH3:25])=[O:23])[CH2:20][CH2:19]2)=[N:3][CH:4]=[C:5]([N+:9]([O-:11])=[O:10])[CH:6]=1.